From a dataset of Full USPTO retrosynthesis dataset with 1.9M reactions from patents (1976-2016). Predict the reactants needed to synthesize the given product. (1) Given the product [NH2:1][C:2]1[N:11]=[C:10]([C:12]([N:14]2[CH2:15][C:16]3[C:21](=[CH:20][CH:19]=[CH:18][CH:17]=3)[CH2:22]2)=[O:13])[C:9]2[C:4](=[CH:5][CH:6]=[C:7]([C:23]([CH3:27])([CH3:28])[C:24]([NH:33][C:29]([CH3:32])([CH3:31])[CH3:30])=[O:26])[CH:8]=2)[N:3]=1, predict the reactants needed to synthesize it. The reactants are: [NH2:1][C:2]1[N:11]=[C:10]([C:12]([N:14]2[CH2:22][C:21]3[C:16](=[CH:17][CH:18]=[CH:19][CH:20]=3)[CH2:15]2)=[O:13])[C:9]2[C:4](=[CH:5][CH:6]=[C:7]([C:23]([CH3:28])([CH3:27])[C:24]([OH:26])=O)[CH:8]=2)[N:3]=1.[C:29]([NH2:33])([CH3:32])([CH3:31])[CH3:30]. (2) Given the product [CH:1]([O:4][C:5]1[C:14]([CH3:15])=[CH:13][CH:12]=[C:11]2[C:6]=1[CH2:7][C@@H:8]([CH:20]1[CH2:21][CH2:22][N:23]([CH2:26][CH:27]([C:30]3[CH:31]=[CH:32][CH:33]=[CH:34][CH:35]=3)[CH2:28][CH3:29])[CH2:24][CH2:25]1)[O:9][C@H:10]2[CH2:16][NH:17][CH3:18])([CH3:2])[CH3:3], predict the reactants needed to synthesize it. The reactants are: [CH:1]([O:4][C:5]1[C:14]([CH3:15])=[CH:13][CH:12]=[C:11]2[C:6]=1[CH2:7][C@@H:8]([CH:20]1[CH2:25][CH2:24][N:23]([C:26](=O)[CH:27]([C:30]3[CH:35]=[CH:34][CH:33]=[CH:32][CH:31]=3)[CH2:28][CH3:29])[CH2:22][CH2:21]1)[O:9][C@H:10]2[CH2:16][NH:17][CH:18]=O)([CH3:3])[CH3:2].C(Cl)Cl.[OH-].[Na+].O. (3) The reactants are: [Br:1][C:2]1[CH:3]=[C:4]([CH2:8][C:9]([OH:11])=[O:10])[CH:5]=[CH:6][CH:7]=1.Cl.[CH3:13]N(C)CCCN=C=NCC. Given the product [CH3:13][O:10][C:9](=[O:11])[CH2:8][C:4]1[CH:5]=[CH:6][CH:7]=[C:2]([Br:1])[CH:3]=1, predict the reactants needed to synthesize it. (4) Given the product [CH2:48]([N:47]([CH2:50][CH3:51])[CH2:46][CH:45]([OH:52])[CH2:44][NH:43][C:11]([C:10]1[C:9]2[CH2:8][CH2:7][CH2:6][C:5](=[O:14])[C:4]=2[NH:3][C:2]=1[CH3:1])=[O:13])[CH3:49], predict the reactants needed to synthesize it. The reactants are: [CH3:1][C:2]1[NH:3][C:4]2[C:5](=[O:14])[CH2:6][CH2:7][CH2:8][C:9]=2[C:10]=1[C:11]([OH:13])=O.C1C=CC2N(O)N=NC=2C=1.CCN=C=NCCCN(C)C.C(N(CC)CC)C.[NH2:43][CH2:44][CH:45]([OH:52])[CH2:46][N:47]([CH2:50][CH3:51])[CH2:48][CH3:49]. (5) Given the product [CH3:60][O:61][C:62](=[O:86])[C:63]1[CH:68]=[C:67]([F:69])[C:66]([NH:70][C@@H:71]2[CH2:76][CH2:75][CH2:74][CH2:73][C@@H:72]2[NH:77][C:78]([O:80][C:81]([CH3:82])([CH3:84])[CH3:83])=[O:79])=[N:65][C:64]=1[NH:85][C:2]1[C:11]2[C:6](=[CH:7][CH:8]=[CH:9][CH:10]=2)[CH:5]=[N:4][CH:3]=1, predict the reactants needed to synthesize it. The reactants are: Br[C:2]1[C:11]2[C:6](=[CH:7][CH:8]=[CH:9][CH:10]=2)[CH:5]=[N:4][CH:3]=1.C(=O)([O-])[O-].[Cs+].[Cs+].CC1(C)C2C(=C(P(C3C=CC=CC=3)C3C=CC=CC=3)C=CC=2)OC2C(P(C3C=CC=CC=3)C3C=CC=CC=3)=CC=CC1=2.[CH3:60][O:61][C:62](=[O:86])[C:63]1[CH:68]=[C:67]([F:69])[C:66]([NH:70][C@@H:71]2[CH2:76][CH2:75][CH2:74][CH2:73][C@@H:72]2[NH:77][C:78]([O:80][C:81]([CH3:84])([CH3:83])[CH3:82])=[O:79])=[N:65][C:64]=1[NH2:85].